Regression/Classification. Given a drug SMILES string, predict its absorption, distribution, metabolism, or excretion properties. Task type varies by dataset: regression for continuous measurements (e.g., permeability, clearance, half-life) or binary classification for categorical outcomes (e.g., BBB penetration, CYP inhibition). Dataset: cyp2c19_veith. From a dataset of CYP2C19 inhibition data for predicting drug metabolism from PubChem BioAssay. (1) The drug is CS(=O)(=O)N1CCC2(CC1)CN(Cc1cc(C(F)(F)F)cc(C(F)(F)F)c1)C2. The result is 0 (non-inhibitor). (2) The molecule is CN(Cc1cnc2nc(N)nc(N)c2n1)c1ccc(C(=O)N[C@@H](CCC(=O)O)C(=O)O)cc1. The result is 0 (non-inhibitor). (3) The result is 0 (non-inhibitor). The molecule is N#CCCn1c(=O)c(-c2ccc(Cl)cc2)nc2cnc(Nc3ccccc3)nc21. (4) The drug is CC(C)NC(=O)CSc1nnc(C2CC2)n1-c1ccccc1. The result is 0 (non-inhibitor). (5) The molecule is NC1=NCCCC1. The result is 0 (non-inhibitor).